From a dataset of Reaction yield outcomes from USPTO patents with 853,638 reactions. Predict the reaction yield, written as a fraction of the theoretical maximum amount of product (1.0 means a 100% yield; for example, 0.34 means a 34% yield). The reactants are [C:1]([O:5][C:6]([O:8][C:9]1[CH:16]=[CH:15][CH:14]=[CH:13][C:10]=1[CH:11]=[O:12])=[O:7])([CH3:4])([CH3:3])[CH3:2].CC(=CC)C.P([O-])([O-])(O)=[O:23].[Na+].[Na+].Cl([O-])=O.[Na+]. The catalyst is C(O)(C)(C)C.O. The product is [C:1]([O:5][C:6]([O:8][C:9]1[CH:16]=[CH:15][CH:14]=[CH:13][C:10]=1[C:11]([OH:23])=[O:12])=[O:7])([CH3:4])([CH3:2])[CH3:3]. The yield is 0.700.